This data is from Peptide-MHC class I binding affinity with 185,985 pairs from IEDB/IMGT. The task is: Regression. Given a peptide amino acid sequence and an MHC pseudo amino acid sequence, predict their binding affinity value. This is MHC class I binding data. (1) The peptide sequence is IPISGRITA. The MHC is HLA-A26:01 with pseudo-sequence HLA-A26:01. The binding affinity (normalized) is 0.0847. (2) The peptide sequence is QILDNAAKY. The MHC is HLA-A31:01 with pseudo-sequence HLA-A31:01. The binding affinity (normalized) is 0. (3) The peptide sequence is DTVLEEMNL. The MHC is HLA-B08:01 with pseudo-sequence HLA-B08:01. The binding affinity (normalized) is 0.0261. (4) The peptide sequence is QTIVKHPRY. The MHC is Mamu-A01 with pseudo-sequence Mamu-A01. The binding affinity (normalized) is 0.107. (5) The peptide sequence is LKFSLPFPFLYKFLL. The MHC is HLA-A11:01 with pseudo-sequence HLA-A11:01. The binding affinity (normalized) is 0.397.